This data is from Reaction yield outcomes from USPTO patents with 853,638 reactions. The task is: Predict the reaction yield, written as a fraction of the theoretical maximum amount of product (1.0 means a 100% yield; for example, 0.34 means a 34% yield). (1) The reactants are [CH2:1]([O:8][CH2:9][CH2:10][N:11]1[CH2:16][CH2:15][N:14]([C:17]2[CH:22]=[CH:21][C:20]([C:23]([OH:32])([C:28]([F:31])([F:30])[F:29])[C:24]([F:27])([F:26])[F:25])=[CH:19][C:18]=2/[CH:33]=[CH:34]\[CH3:35])[CH2:13][CH2:12]1)[C:2]1[CH:7]=[CH:6][CH:5]=[CH:4][CH:3]=1.C(N(C(C)C)CC)(C)C.Cl[CH2:46][O:47][CH3:48].O. The catalyst is ClCCl. The product is [CH2:1]([O:8][CH2:9][CH2:10][N:11]1[CH2:16][CH2:15][N:14]([C:17]2[CH:22]=[CH:21][C:20]([C:23]([O:32][CH2:46][O:47][CH3:48])([C:28]([F:31])([F:30])[F:29])[C:24]([F:27])([F:25])[F:26])=[CH:19][C:18]=2/[CH:33]=[CH:34]\[CH3:35])[CH2:13][CH2:12]1)[C:2]1[CH:3]=[CH:4][CH:5]=[CH:6][CH:7]=1. The yield is 0.730. (2) The reactants are Cl[C:2]1[CH:3]=[CH:4][C:5]2[O:14][CH2:13][CH2:12][C:11]3[CH:10]=[C:9]([C:15]4[N:16]([C:20]5[CH:25]=[CH:24][C:23]([F:26])=[CH:22][C:21]=5[F:27])[N:17]=[CH:18][N:19]=4)[S:8][C:7]=3[C:6]=2[N:28]=1.[NH:29]1[CH2:35][CH2:34][CH2:33][NH:32][CH2:31][CH2:30]1.CC(C1C=C(C(C)C)C(C2C=CC=CC=2P(C2CCCCC2)C2CCCCC2)=C(C(C)C)C=1)C.C(O[Na])(C)(C)C. The catalyst is C1C=CC(/C=C/C(/C=C/C2C=CC=CC=2)=O)=CC=1.C1C=CC(/C=C/C(/C=C/C2C=CC=CC=2)=O)=CC=1.C1C=CC(/C=C/C(/C=C/C2C=CC=CC=2)=O)=CC=1.[Pd].[Pd].O1CCOCC1. The product is [N:29]1([C:2]2[CH:3]=[CH:4][C:5]3[O:14][CH2:13][CH2:12][C:11]4[CH:10]=[C:9]([C:15]5[N:16]([C:20]6[CH:25]=[CH:24][C:23]([F:26])=[CH:22][C:21]=6[F:27])[N:17]=[CH:18][N:19]=5)[S:8][C:7]=4[C:6]=3[N:28]=2)[CH2:35][CH2:34][CH2:33][NH:32][CH2:31][CH2:30]1. The yield is 0.250. (3) The reactants are [CH3:1][C:2]1[CH:7]=[CH:6][C:5]([OH:8])=[CH:4][C:3]=1[N+:9]([O-:11])=[O:10].CC(C)([O-])C.[K+].Cl.Cl[CH2:20][CH2:21][N:22]1[CH2:27][CH2:26][O:25][CH2:24][CH2:23]1. The catalyst is C1COCC1.CS(C)=O.[I-].C([N+](CCCC)(CCCC)CCCC)CCC. The product is [CH3:1][C:2]1[CH:7]=[CH:6][C:5]([O:8][CH2:20][CH2:21][N:22]2[CH2:27][CH2:26][O:25][CH2:24][CH2:23]2)=[CH:4][C:3]=1[N+:9]([O-:11])=[O:10]. The yield is 0.610. (4) The reactants are Br[C:2]1[CH:23]=[CH:22][C:5]2[C:6]3[N:7]([CH:11]=[C:12]([C:14]4[N:18]([CH:19]([CH3:21])[CH3:20])[N:17]=[CH:16][N:15]=4)[N:13]=3)[CH2:8][CH2:9][O:10][C:4]=2[CH:3]=1.[CH3:24][C:25]1[N:26]([CH2:34][O:35][CH2:36][CH2:37][Si:38]([CH3:41])([CH3:40])[CH3:39])[CH:27]=[C:28]([Sn](C)(C)C)[N:29]=1.CC1N(COCC[Si](C)(C)C)C([Sn](C)(C)C)=CN=1. The catalyst is O1CCOCC1.C1C=CC([P]([Pd]([P](C2C=CC=CC=2)(C2C=CC=CC=2)C2C=CC=CC=2)([P](C2C=CC=CC=2)(C2C=CC=CC=2)C2C=CC=CC=2)[P](C2C=CC=CC=2)(C2C=CC=CC=2)C2C=CC=CC=2)(C2C=CC=CC=2)C2C=CC=CC=2)=CC=1. The product is [CH:19]([N:18]1[C:14]([C:12]2[N:13]=[C:6]3[C:5]4[CH:22]=[CH:23][C:2]([C:28]5[N:29]=[C:25]([CH3:24])[N:26]([CH2:34][O:35][CH2:36][CH2:37][Si:38]([CH3:41])([CH3:40])[CH3:39])[CH:27]=5)=[CH:3][C:4]=4[O:10][CH2:9][CH2:8][N:7]3[CH:11]=2)=[N:15][CH:16]=[N:17]1)([CH3:21])[CH3:20]. The yield is 0.590. (5) The reactants are [Cl:1][C:2]1[CH:3]=[C:4]([CH2:30][C:31]([O:33]C)=[O:32])[CH:5]=[CH:6][C:7]=1[S:8][CH2:9][C:10]1[CH:15]=[CH:14][CH:13]=[C:12]([O:16][CH2:17][C:18]2[N:19]=[C:20]([C:24]3[CH:29]=[CH:28][CH:27]=[CH:26][CH:25]=3)[O:21][C:22]=2[CH3:23])[CH:11]=1.[OH-].[Na+].O1CCCC1.Cl. The catalyst is O.CO. The product is [Cl:1][C:2]1[CH:3]=[C:4]([CH2:30][C:31]([OH:33])=[O:32])[CH:5]=[CH:6][C:7]=1[S:8][CH2:9][C:10]1[CH:15]=[CH:14][CH:13]=[C:12]([O:16][CH2:17][C:18]2[N:19]=[C:20]([C:24]3[CH:25]=[CH:26][CH:27]=[CH:28][CH:29]=3)[O:21][C:22]=2[CH3:23])[CH:11]=1. The yield is 0.940. (6) The reactants are Cl[C:2]1[CH:11]=[CH:10][C:9]2[C:4](=[CH:5][CH:6]=[C:7]([O:12][CH3:13])[CH:8]=2)[N:3]=1.[C:14]([C:17]1[CH:22]=[CH:21][C:20](B(O)O)=[C:19]([Cl:26])[CH:18]=1)([OH:16])=[O:15].C([O-])([O-])=O.[K+].[K+]. The catalyst is COCCOCCO.O.CCOC(C)=O.C1C=CC(P(C2C=CC=CC=2)[C-]2C=CC=C2)=CC=1.C1C=CC(P(C2C=CC=CC=2)[C-]2C=CC=C2)=CC=1.Cl[Pd]Cl.[Fe+2]. The product is [Cl:26][C:19]1[CH:18]=[C:17]([CH:22]=[CH:21][C:20]=1[C:2]1[CH:11]=[CH:10][C:9]2[C:4](=[CH:5][CH:6]=[C:7]([O:12][CH3:13])[CH:8]=2)[N:3]=1)[C:14]([OH:16])=[O:15]. The yield is 0.460.